From a dataset of Forward reaction prediction with 1.9M reactions from USPTO patents (1976-2016). Predict the product of the given reaction. Given the reactants Cl[C:2]1[C:7]([N+:8]([O-:10])=[O:9])=[CH:6][CH:5]=[CH:4][N:3]=1.[CH2:11]([Sn](CCC)(CCC)C=C)[CH2:12]C, predict the reaction product. The product is: [N+:8]([C:7]1[C:2]([CH:11]=[CH2:12])=[N:3][CH:4]=[CH:5][CH:6]=1)([O-:10])=[O:9].